The task is: Regression. Given a peptide amino acid sequence and an MHC pseudo amino acid sequence, predict their binding affinity value. This is MHC class I binding data.. This data is from Peptide-MHC class I binding affinity with 185,985 pairs from IEDB/IMGT. (1) The peptide sequence is WEVGKPRPPL. The MHC is HLA-B45:01 with pseudo-sequence HLA-B45:01. The binding affinity (normalized) is 0. (2) The peptide sequence is RSLFNTIATLY. The MHC is HLA-A02:06 with pseudo-sequence HLA-A02:06. The binding affinity (normalized) is 0.509. (3) The peptide sequence is EPISYDPKF. The MHC is HLA-B35:01 with pseudo-sequence HLA-B35:01. The binding affinity (normalized) is 0.541. (4) The peptide sequence is FPLQEGSHL. The MHC is HLA-B53:01 with pseudo-sequence HLA-B53:01. The binding affinity (normalized) is 0.497. (5) The peptide sequence is VGPGEGAV. The MHC is Mamu-A01 with pseudo-sequence Mamu-A01. The binding affinity (normalized) is 0. (6) The peptide sequence is YTGDFDSVI. The MHC is Mamu-B08 with pseudo-sequence Mamu-B08. The binding affinity (normalized) is 0. (7) The peptide sequence is EVHIYYLEK. The MHC is HLA-B58:01 with pseudo-sequence HLA-B58:01. The binding affinity (normalized) is 0.0847.